From a dataset of Reaction yield outcomes from USPTO patents with 853,638 reactions. Predict the reaction yield, written as a fraction of the theoretical maximum amount of product (1.0 means a 100% yield; for example, 0.34 means a 34% yield). The reactants are [CH3:1][C:2]1([CH3:10])[O:6][CH:5]([C:7]([O-:9])=O)[CH2:4][O:3]1.[K+].Cl.[Cl:13][C:14]1[CH:15]=[C:16]2[C:20](=[CH:21][CH:22]=1)[NH:19][C:18]([C:23]([NH:25][C@@H:26]1[CH2:34][C:33]3[C:28](=[CH:29][CH:30]=[CH:31][CH:32]=3)[C@H:27]1[NH:35][CH3:36])=[O:24])=[CH:17]2.CCN(C(C)C)C(C)C.C1C=CC2N(O)N=NC=2C=1.CCN=C=NCCCN(C)C. The catalyst is CC(N(C)C)=O.O. The product is [Cl:13][C:14]1[CH:15]=[C:16]2[C:20](=[CH:21][CH:22]=1)[NH:19][C:18]([C:23]([NH:25][C@@H:26]1[CH2:34][C:33]3[C:28](=[CH:29][CH:30]=[CH:31][CH:32]=3)[C@H:27]1[N:35]([C:7]([C@@H:5]1[CH2:4][O:3][C:2]([CH3:1])([CH3:10])[O:6]1)=[O:9])[CH3:36])=[O:24])=[CH:17]2. The yield is 0.970.